This data is from Peptide-MHC class II binding affinity with 134,281 pairs from IEDB. The task is: Regression. Given a peptide amino acid sequence and an MHC pseudo amino acid sequence, predict their binding affinity value. This is MHC class II binding data. The binding affinity (normalized) is 0.0581. The peptide sequence is TFHVEKGSNPNYLAL. The MHC is HLA-DQA10104-DQB10503 with pseudo-sequence HLA-DQA10104-DQB10503.